Task: Predict the reaction yield, written as a fraction of the theoretical maximum amount of product (1.0 means a 100% yield; for example, 0.34 means a 34% yield).. Dataset: Reaction yield outcomes from USPTO patents with 853,638 reactions (1) The reactants are [F:1][C:2]1[C:7]([O:8][CH3:9])=[CH:6][CH:5]=[C:4]([O:10]C)[C:3]=1[CH:12]([OH:14])[CH3:13].CC(C)=O.OS(O)(=O)=O.O=[Cr](=O)=O. The yield is 0.680. The product is [F:1][C:2]1[C:7]([O:8][CH3:9])=[CH:6][CH:5]=[C:4]([OH:10])[C:3]=1[C:12](=[O:14])[CH3:13]. The catalyst is CC(C)=O. (2) The product is [S:22]1[CH:26]=[CH:25][C:24]([CH2:27][O:13][C:14]2[CH:21]=[CH:20][C:17]([CH:18]=[O:19])=[CH:16][CH:15]=2)=[CH:23]1. The yield is 0.400. The catalyst is O1CCCC1. The reactants are CCOC(/N=N/C(OCC)=O)=O.[OH:13][C:14]1[CH:21]=[CH:20][C:17]([CH:18]=[O:19])=[CH:16][CH:15]=1.[S:22]1[CH:26]=[CH:25][C:24]([CH2:27]O)=[CH:23]1.C1(P(C2C=CC=CC=2)C2C=CC=CC=2)C=CC=CC=1. (3) The reactants are [Cl:1][C:2]1[N:3]=[CH:4][C:5]2[C:9](Cl)([N:10]=1)[N:8]=[CH:7][N:6]=2.[CH3:12][C:13]1[NH:17][N:16]=[C:15]([NH2:18])[CH:14]=1. The catalyst is C(O)C. The product is [Cl:1][C:2]1[N:3]=[CH:4][C:5]2[C:9]([NH:18][C:15]3[CH:14]=[C:13]([CH3:12])[NH:17][N:16]=3)([N:10]=1)[N:8]=[CH:7][N:6]=2. The yield is 0.580. (4) The reactants are [CH3:1][CH:2]([CH:6]([S:8][CH3:9])[CH3:7])[C:3](O)=[O:4].C(Cl)(=O)C(Cl)=O.[Cl:16][C:17]1[C:21]([NH:22][CH2:23][CH3:24])=[CH:20][N:19]([C:25]2[CH:26]=[N:27][CH:28]=[C:29]([F:31])[CH:30]=2)[N:18]=1. The catalyst is ClCCl.CN(C)C=O.CN(C)C1C=CN=CC=1. The product is [Cl:16][C:17]1[C:21]([N:22]([CH2:23][CH3:24])[C:3](=[O:4])[CH:2]([CH3:1])[CH:6]([S:8][CH3:9])[CH3:7])=[CH:20][N:19]([C:25]2[CH:26]=[N:27][CH:28]=[C:29]([F:31])[CH:30]=2)[N:18]=1.[Cl:16][C:17]1[C:21]([N:22]([CH2:23][CH3:24])[C:3](=[O:4])/[C:2](/[CH3:1])=[CH:6]\[CH3:7])=[CH:20][N:19]([C:25]2[CH:26]=[N:27][CH:28]=[C:29]([F:31])[CH:30]=2)[N:18]=1. The yield is 0.221. (5) The reactants are Br[C:2]1[CH:6]=[CH:5][S:4][C:3]=1[C:7]1[S:8][CH:9]=[CH:10][CH:11]=1.C([Li])CCC.[C:17]([C:25]1[CH:30]=[CH:29][CH:28]=[CH:27][CH:26]=1)(=[O:24])[C:18]1[CH:23]=[CH:22][CH:21]=[CH:20][CH:19]=1. The catalyst is C(OCC)C. The product is [S:4]1[CH:5]=[CH:6][C:2]([C:17]([C:18]2[CH:23]=[CH:22][CH:21]=[CH:20][CH:19]=2)([C:25]2[CH:30]=[CH:29][CH:28]=[CH:27][CH:26]=2)[OH:24])=[C:3]1[C:7]1[S:8][CH:9]=[CH:10][CH:11]=1. The yield is 0.290. (6) The reactants are [Li][CH2:2][CH2:3][CH2:4][CH3:5].C[CH:7]1C(=O)C[CH2:10][N:9]([C:14]([O:16][C:17]([CH3:20])([CH3:19])[CH3:18])=[O:15])[CH2:8]1. The catalyst is [Br-].C[P+](C1C=CC=CC=1)(C1C=CC=CC=1)C1C=CC=CC=1.C1COCC1. The product is [CH3:2][CH:3]1[C:4](=[CH2:5])[CH2:7][CH2:8][N:9]([C:14]([O:16][C:17]([CH3:18])([CH3:20])[CH3:19])=[O:15])[CH2:10]1. The yield is 0.830. (7) The reactants are S(S([O-])=O)([O-])=O.[Na+].[Na+].[N+:9]([C:12]1[C:13]([NH:18][CH:19]2[CH2:24][CH2:23][N:22]([C:25]([O:27][C:28]([CH3:31])([CH3:30])[CH3:29])=[O:26])[CH2:21][CH2:20]2)=[N:14][CH:15]=[CH:16][CH:17]=1)([O-])=O.[CH:32](=O)[C:33]1[CH:38]=[CH:37][CH:36]=[CH:35][CH:34]=1. The catalyst is O.CCO. The product is [C:33]1([C:32]2[N:18]([CH:19]3[CH2:24][CH2:23][N:22]([C:25]([O:27][C:28]([CH3:31])([CH3:30])[CH3:29])=[O:26])[CH2:21][CH2:20]3)[C:13]3=[N:14][CH:15]=[CH:16][CH:17]=[C:12]3[N:9]=2)[CH:38]=[CH:37][CH:36]=[CH:35][CH:34]=1. The yield is 0.440. (8) The reactants are [NH2:1][CH2:2][CH2:3][C:4]1[N:8]=[CH:7][NH:6][CH:5]=1.[CH:9](=O)[C:10]1[CH:15]=[CH:14][CH:13]=[CH:12][CH:11]=1.[BH4-].[Na+]. The catalyst is CO. The product is [CH2:9]([NH:1][CH2:2][CH2:3][C:4]1[NH:8][CH:7]=[N:6][CH:5]=1)[C:10]1[CH:15]=[CH:14][CH:13]=[CH:12][CH:11]=1. The yield is 0.830.